Dataset: Full USPTO retrosynthesis dataset with 1.9M reactions from patents (1976-2016). Task: Predict the reactants needed to synthesize the given product. (1) The reactants are: Cl[C:2]1[O:3][C:4]([CH2:14][CH2:15][CH2:16][O:17][C:18]2[CH:23]=[CH:22][CH:21]=[CH:20][C:19]=2[O:24][CH3:25])=[C:5]([C:7]2[CH:12]=[CH:11][C:10]([Cl:13])=[CH:9][CH:8]=2)[N:6]=1.[CH3:26][NH:27][CH2:28][CH2:29][OH:30].CC(=O)CC. Given the product [Cl:13][C:10]1[CH:11]=[CH:12][C:7]([C:5]2[N:6]=[C:2]([N:27]([CH2:28][CH2:29][OH:30])[CH3:26])[O:3][C:4]=2[CH2:14][CH2:15][CH2:16][O:17][C:18]2[CH:23]=[CH:22][CH:21]=[CH:20][C:19]=2[O:24][CH3:25])=[CH:8][CH:9]=1, predict the reactants needed to synthesize it. (2) The reactants are: [CH3:1][S:2]([C:5]1[CH:10]=[CH:9][C:8]([C:11]([N:13]2[CH2:19][C:18]3[CH:20]=[C:21]([C:24]4[CH:33]=[CH:32][C:27]5[NH:28][C:29](=[S:31])[NH:30][C:26]=5[CH:25]=4)[CH:22]=[CH:23][C:17]=3[O:16][CH2:15][CH2:14]2)=[O:12])=[CH:7][CH:6]=1)(=[O:4])=[O:3].[C:34]([O-])([O-])=O.[K+].[K+].IC. Given the product [CH3:1][S:2]([C:5]1[CH:6]=[CH:7][C:8]([C:11]([N:13]2[CH2:19][C:18]3[CH:20]=[C:21]([C:24]4[CH:33]=[CH:32][C:27]5[N:28]=[C:29]([S:31][CH3:34])[NH:30][C:26]=5[CH:25]=4)[CH:22]=[CH:23][C:17]=3[O:16][CH2:15][CH2:14]2)=[O:12])=[CH:9][CH:10]=1)(=[O:4])=[O:3], predict the reactants needed to synthesize it.